This data is from Forward reaction prediction with 1.9M reactions from USPTO patents (1976-2016). The task is: Predict the product of the given reaction. Given the reactants [CH2:1]([N:8]1[C:17](=[O:18])[C:16]2[C:11](=[CH:12][C:13]([O:20][CH3:21])=[C:14]([OH:19])[CH:15]=2)[N:10]=[CH:9]1)[C:2]1[CH:7]=[CH:6][CH:5]=[CH:4][CH:3]=1.C1(C)C=CC(S(O[CH2:32][CH2:33][Cl:34])(=O)=O)=CC=1.C(=O)([O-])[O-].[K+].[K+].O, predict the reaction product. The product is: [CH2:1]([N:8]1[C:17](=[O:18])[C:16]2[C:11](=[CH:12][C:13]([O:20][CH3:21])=[C:14]([O:19][CH2:32][CH2:33][Cl:34])[CH:15]=2)[N:10]=[CH:9]1)[C:2]1[CH:3]=[CH:4][CH:5]=[CH:6][CH:7]=1.